From a dataset of Forward reaction prediction with 1.9M reactions from USPTO patents (1976-2016). Predict the product of the given reaction. Given the reactants [Cl-].[C:2]1([CH2:8][C@H:9]([NH2+:11][CH2:12][C:13]#[CH:14])[CH3:10])[CH:7]=[CH:6][CH:5]=[CH:4][CH:3]=1.[H-].[Na+].Br[CH2:18][CH2:19][F:20], predict the reaction product. The product is: [F:20][CH2:19][CH2:18][N:11]([C@H:9]([CH3:10])[CH2:8][C:2]1[CH:7]=[CH:6][CH:5]=[CH:4][CH:3]=1)[CH2:12][C:13]#[CH:14].